Dataset: Aqueous solubility values for 9,982 compounds from the AqSolDB database. Task: Regression/Classification. Given a drug SMILES string, predict its absorption, distribution, metabolism, or excretion properties. Task type varies by dataset: regression for continuous measurements (e.g., permeability, clearance, half-life) or binary classification for categorical outcomes (e.g., BBB penetration, CYP inhibition). For this dataset (solubility_aqsoldb), we predict Y. (1) The molecule is C=C(C)C(=O)OCCCCCCOC(=O)C(=C)C. The Y is -4.04 log mol/L. (2) The molecule is O=[N+]([O-])[O-].O=[N+]([O-])[O-].O=[N+]([O-])[O-].[Sm+3]. The Y is 0.486 log mol/L.